From a dataset of Full USPTO retrosynthesis dataset with 1.9M reactions from patents (1976-2016). Predict the reactants needed to synthesize the given product. (1) Given the product [CH3:10][NH:11][CH2:12][CH2:13][C@H:14]([O:20][C:21]1[CH:22]=[CH:23][CH:24]=[C:25]2[CH:26]=[CH:27][CH:28]=[CH:29][C:30]=12)[C:15]1[S:16][CH:17]=[CH:18][CH:19]=1.[ClH:32], predict the reactants needed to synthesize it. The reactants are: C(N(C(C)C)CC)(C)C.[CH3:10][N:11](C)[CH2:12][CH2:13][C@H:14]([O:20][C:21]1[C:30]2[C:25](=[CH:26][CH:27]=[CH:28][CH:29]=2)[CH:24]=[CH:23][CH:22]=1)[C:15]1[S:16][CH:17]=[CH:18][CH:19]=1.[ClH:32].C(=O)([O-])O.[Na+]. (2) Given the product [OH:1][C:2]1([CH3:20])[CH2:3][CH2:4][N:5]([C:8]([O:10][CH2:11][C:12]2[CH:17]=[CH:16][CH:15]=[CH:14][CH:13]=2)=[O:9])[CH2:6][CH2:7]1, predict the reactants needed to synthesize it. The reactants are: [O:1]=[C:2]1[CH2:7][CH2:6][N:5]([C:8]([O:10][CH2:11][C:12]2[CH:17]=[CH:16][CH:15]=[CH:14][CH:13]=2)=[O:9])[CH2:4][CH2:3]1.C[Li].[CH2:20](OCC)C.N1(C([O-])=O)CCC(=O)CC1.[Cl-].[NH4+].